Task: Predict the reactants needed to synthesize the given product.. Dataset: Full USPTO retrosynthesis dataset with 1.9M reactions from patents (1976-2016) (1) The reactants are: [CH2:1]1[C:7]2[CH:8]=[CH:9][CH:10]=[CH:11][C:6]=2[CH2:5][CH2:4][NH:3][C:2]1=O.B.C1COCC1. Given the product [CH2:5]1[C:6]2[CH:11]=[CH:10][CH:9]=[CH:8][C:7]=2[CH2:1][CH2:2][NH:3][CH2:4]1, predict the reactants needed to synthesize it. (2) Given the product [C:1]([O:5][C:6](=[O:7])[NH:8][CH:9]([C:10](=[O:12])[N:76]([O:77][CH3:78])[CH3:75])[CH2:13][C:14]1[N:15]=[CH:16][N:17]([C:19]([C:20]2[CH:21]=[CH:22][CH:23]=[CH:24][CH:25]=2)([C:26]2[CH:27]=[CH:28][CH:29]=[CH:30][CH:31]=2)[C:32]2[CH:37]=[CH:36][CH:35]=[CH:34][CH:33]=2)[CH:18]=1)([CH3:4])([CH3:3])[CH3:2], predict the reactants needed to synthesize it. The reactants are: [C:1]([O:5][C:6]([NH:8][CH:9]([CH2:13][C:14]1[N:15]=[CH:16][N:17]([C:19]([C:32]2[CH:37]=[CH:36][CH:35]=[CH:34][CH:33]=2)([C:26]2[CH:31]=[CH:30][CH:29]=[CH:28][CH:27]=2)[C:20]2[CH:25]=[CH:24][CH:23]=[CH:22][CH:21]=2)[CH:18]=1)[C:10]([OH:12])=O)=[O:7])([CH3:4])([CH3:3])[CH3:2].CCN(C(C)C)C(C)C.F[P-](F)(F)(F)(F)F.N1(O[P+](N(C)C)(N(C)C)N(C)C)C2C=CC=CC=2N=N1.Cl.[CH3:75][NH:76][O:77][CH3:78]. (3) Given the product [Br:12][C:10]1[CH:9]=[CH:8][C:7]([F:13])=[C:6]([C@:2]([NH:1][C:16](=[O:17])[CH2:15][Cl:14])([CH3:5])[CH2:3][OH:4])[CH:11]=1, predict the reactants needed to synthesize it. The reactants are: [NH2:1][C@@:2]([C:6]1[CH:11]=[C:10]([Br:12])[CH:9]=[CH:8][C:7]=1[F:13])([CH3:5])[CH2:3][OH:4].[Cl:14][CH2:15][C:16](Cl)=[O:17]. (4) Given the product [Cl:17][C:18]1[N:19]=[C:20]([O:25][CH3:26])[N:21]=[C:22]([NH:1][C:2]2[CH:7]=[CH:6][C:5]([N:8]3[CH:12]=[C:11]([CH2:13][OH:14])[N:10]=[CH:9]3)=[C:4]([O:15][CH3:16])[CH:3]=2)[N:23]=1, predict the reactants needed to synthesize it. The reactants are: [NH2:1][C:2]1[CH:7]=[CH:6][C:5]([N:8]2[CH:12]=[C:11]([CH2:13][OH:14])[N:10]=[CH:9]2)=[C:4]([O:15][CH3:16])[CH:3]=1.[Cl:17][C:18]1[N:23]=[C:22](Cl)[N:21]=[C:20]([O:25][CH3:26])[N:19]=1. (5) Given the product [C:6]([O:10][C:11](=[O:30])[N:12]([CH2:36][CH:33]1[CH2:35][CH2:34]1)[C:13]1[C:14]([CH3:29])=[N:15][N:16]2[C:20]([C:21]3[CH:26]=[CH:25][C:24]([Cl:27])=[CH:23][C:22]=3[Cl:28])=[CH:19][O:18][C:17]=12)([CH3:9])([CH3:8])[CH3:7], predict the reactants needed to synthesize it. The reactants are: CN(C)C=O.[C:6]([O:10][C:11](=[O:30])[NH:12][C:13]1[C:14]([CH3:29])=[N:15][N:16]2[C:20]([C:21]3[CH:26]=[CH:25][C:24]([Cl:27])=[CH:23][C:22]=3[Cl:28])=[CH:19][O:18][C:17]=12)([CH3:9])([CH3:8])[CH3:7].[H-].[Na+].[CH:33]1([CH2:36]Br)[CH2:35][CH2:34]1. (6) Given the product [O:24]=[C:15]1[N:14]([CH2:25][CH2:26][CH3:27])[C:13]2[N:12]=[C:11]([C:6]34[CH2:7][CH2:8][C:3]([CH:2]=[O:1])([CH2:10][CH2:9]3)[CH2:4][CH2:5]4)[NH:19][C:18]=2[C:17](=[O:20])[N:16]1[CH2:21][CH2:22][CH3:23], predict the reactants needed to synthesize it. The reactants are: [OH:1][CH2:2][C:3]12[CH2:10][CH2:9][C:6]([C:11]3[NH:19][C:18]4[C:17](=[O:20])[N:16]([CH2:21][CH2:22][CH3:23])[C:15](=[O:24])[N:14]([CH2:25][CH2:26][CH3:27])[C:13]=4[N:12]=3)([CH2:7][CH2:8]1)[CH2:5][CH2:4]2.C(N(CC)CC)C.C(OCC)(=O)C.Cl.